This data is from Forward reaction prediction with 1.9M reactions from USPTO patents (1976-2016). The task is: Predict the product of the given reaction. (1) The product is: [F:1][C:2]([F:7])([F:6])[C:3]([OH:5])=[O:4].[CH2:8]([S:10]([N:13]1[CH2:14][CH2:15][CH:16]([C:19]2[C:27]3[C:22](=[C:23]([C:36]([NH2:38])=[O:37])[CH:24]=[C:25]([C:28]4[S:29][CH:30]=[C:31]([CH2:33][NH:34][CH2:35][CH:2]([CH3:3])[CH3:39])[CH:32]=4)[CH:26]=3)[NH:21][CH:20]=2)[CH2:17][CH2:18]1)(=[O:11])=[O:12])[CH3:9]. Given the reactants [F:1][C:2]([F:7])([F:6])[C:3]([OH:5])=[O:4].[CH2:8]([S:10]([N:13]1[CH2:18][CH2:17][CH:16]([C:19]2[C:27]3[C:22](=[C:23]([C:36]([NH2:38])=[O:37])[CH:24]=[C:25]([C:28]4[S:29][CH:30]=[C:31]([CH2:33][NH:34][CH3:35])[CH:32]=4)[CH:26]=3)[NH:21][CH:20]=2)[CH2:15][CH2:14]1)(=[O:12])=[O:11])[CH3:9].[CH3:39]N, predict the reaction product. (2) Given the reactants [N+:1]([C:4]1[CH:17]=[CH:16][C:7]2[N:8]=[C:9]([C:11]([O:13][CH2:14][CH3:15])=[O:12])[NH:10][C:6]=2[CH:5]=1)([O-])=O, predict the reaction product. The product is: [NH2:1][C:4]1[CH:17]=[CH:16][C:7]2[N:8]=[C:9]([C:11]([O:13][CH2:14][CH3:15])=[O:12])[NH:10][C:6]=2[CH:5]=1. (3) Given the reactants O[CH:2]1[O:7][C:6]([CH3:9])([CH3:8])[C:5]2[S:10][C:11](=[S:13])[S:12][C:4]=2[C:3]1=O.[C:15]1([NH2:22])[CH:20]=[CH:19][CH:18]=[CH:17][C:16]=1[NH2:21], predict the reaction product. The product is: [OH:7][C:6]([C:5]1[S:10][C:11](=[S:13])[S:12][C:4]=1[C:3]1[CH:2]=[N:22][C:15]2[C:16](=[CH:17][CH:18]=[CH:19][CH:20]=2)[N:21]=1)([CH3:9])[CH3:8]. (4) Given the reactants [NH2:1][CH2:2][C@H:3]1[N:8]([C:9]([C:11]2[N:12]=[C:13]([CH3:23])[S:14][C:15]=2[C:16]2[CH:21]=[CH:20][CH:19]=[C:18]([Cl:22])[CH:17]=2)=[O:10])[CH2:7][C@H:6]2[C@@H:4]1[CH2:5]2.[CH3:24][O:25][C:26]1[CH:27]=[C:28]([CH:32]=[C:33]([O:35][CH3:36])[CH:34]=1)[C:29](O)=[O:30], predict the reaction product. The product is: [Cl:22][C:18]1[CH:17]=[C:16]([C:15]2[S:14][C:13]([CH3:23])=[N:12][C:11]=2[C:9]([N:8]2[CH2:7][C@H:6]3[C@H:4]([CH2:5]3)[C@H:3]2[CH2:2][NH:1][C:29](=[O:30])[C:28]2[CH:32]=[C:33]([O:35][CH3:36])[CH:34]=[C:26]([O:25][CH3:24])[CH:27]=2)=[O:10])[CH:21]=[CH:20][CH:19]=1.